Dataset: Forward reaction prediction with 1.9M reactions from USPTO patents (1976-2016). Task: Predict the product of the given reaction. (1) Given the reactants [C:1]([C:5]1[CH:23]=[CH:22][C:8]([C:9]([NH:11][C:12]2[N:13]=[C:14]3[CH:19]=[CH:18][C:17](Cl)=[N:16][N:15]3[CH:21]=2)=[O:10])=[CH:7][CH:6]=1)([CH3:4])([CH3:3])[CH3:2].[Cl:24][C:25]1[N:26]=[CH:27][NH:28][C:29]=1[Cl:30].C(=O)([O-])[O-].[K+].[K+], predict the reaction product. The product is: [C:1]([C:5]1[CH:23]=[CH:22][C:8]([C:9]([NH:11][C:12]2[N:13]=[C:14]3[CH:19]=[CH:18][C:17]([N:26]4[C:25]([Cl:24])=[C:29]([Cl:30])[N:28]=[CH:27]4)=[N:16][N:15]3[CH:21]=2)=[O:10])=[CH:7][CH:6]=1)([CH3:4])([CH3:2])[CH3:3]. (2) Given the reactants [CH3:1][C:2]1[S:3][CH:4]=[C:5]([C:7]([NH:9][C:10]2[C:11]3[C:15]([CH:16]=[C:17](B4OC(C)(C)CC(C)(C)O4)[CH:18]=2)=[N:14][N:13](C2CCCCO2)[CH:12]=3)=[O:8])[N:6]=1.Br[C:36]1[CH:44]=[CH:43][CH:42]=[C:41]2[C:37]=1[CH:38]=[C:39]([CH3:45])[NH:40]2.C(=O)([O-])[O-].[Na+].[Na+], predict the reaction product. The product is: [CH3:1][C:2]1[S:3][CH:4]=[C:5]([C:7]([NH:9][C:10]2[CH:18]=[C:17]([C:36]3[CH:44]=[CH:43][CH:42]=[C:41]4[C:37]=3[CH:38]=[C:39]([CH3:45])[NH:40]4)[CH:16]=[C:15]3[C:11]=2[CH:12]=[N:13][NH:14]3)=[O:8])[N:6]=1. (3) Given the reactants O[C:2]1[C:11]2[C:6](=[CH:7][CH:8]=[CH:9][N:10]=2)[N:5]=[CH:4][C:3]=1[N+:12]([O-:14])=[O:13].P(Cl)(Cl)([Cl:17])=O, predict the reaction product. The product is: [Cl:17][C:2]1[C:11]2[C:6](=[CH:7][CH:8]=[CH:9][N:10]=2)[N:5]=[CH:4][C:3]=1[N+:12]([O-:14])=[O:13]. (4) Given the reactants [Cl:1][C:2]1[C:11]2[C:6](=[C:7]([CH3:14])[CH:8]=[C:9](SC)[CH:10]=2)[N:5]=[N:4][C:3]=1[C:15]([NH2:17])=[O:16].O[O:19][S:20]([O-:22])=O.[K+].[CH3:24]N(C)C=O, predict the reaction product. The product is: [Cl:1][C:2]1[C:11]2[C:6](=[C:7]([CH3:14])[CH:8]=[C:9]([S:20]([CH3:24])(=[O:22])=[O:19])[CH:10]=2)[N:5]=[N:4][C:3]=1[C:15]([NH2:17])=[O:16]. (5) Given the reactants [CH:1]([N:14]1[CH2:19][CH2:18][N:17]([C:20]2[CH:25]=[CH:24][C:23]([NH2:26])=[CH:22][C:21]=2[F:27])[CH2:16][CH2:15]1)([C:8]1[CH:13]=[CH:12][CH:11]=[CH:10][CH:9]=1)[C:2]1[CH:7]=[CH:6][CH:5]=[CH:4][CH:3]=1.[CH3:28][C:29]1[C:33]([N:34]=[C:35]=[O:36])=[C:32]([CH3:37])[O:31][N:30]=1, predict the reaction product. The product is: [CH:1]([N:14]1[CH2:19][CH2:18][N:17]([C:20]2[CH:25]=[CH:24][C:23]([NH:26][C:35]([NH:34][C:33]3[C:29]([CH3:28])=[N:30][O:31][C:32]=3[CH3:37])=[O:36])=[CH:22][C:21]=2[F:27])[CH2:16][CH2:15]1)([C:2]1[CH:7]=[CH:6][CH:5]=[CH:4][CH:3]=1)[C:8]1[CH:9]=[CH:10][CH:11]=[CH:12][CH:13]=1. (6) Given the reactants [F:1][C:2]1([F:10])[CH2:7][CH2:6][CH:5]([C:8]#[N:9])[CH2:4][CH2:3]1.[H][H], predict the reaction product. The product is: [F:1][C:2]1([F:10])[CH2:7][CH2:6][CH:5]([CH2:8][NH2:9])[CH2:4][CH2:3]1. (7) Given the reactants F[C:2]1[CH:7]=[CH:6][C:5]([N+:8]([O-:10])=[O:9])=[C:4]([O:11][CH3:12])[CH:3]=1.[NH2:13][CH:14]1[CH2:17][N:16]([C:18]([O:20][C:21]([CH3:24])([CH3:23])[CH3:22])=[O:19])[CH2:15]1.C(N(CC)CC)C.CS(C)=O, predict the reaction product. The product is: [CH3:12][O:11][C:4]1[CH:3]=[C:2]([NH:13][CH:14]2[CH2:15][N:16]([C:18]([O:20][C:21]([CH3:24])([CH3:23])[CH3:22])=[O:19])[CH2:17]2)[CH:7]=[CH:6][C:5]=1[N+:8]([O-:10])=[O:9]. (8) Given the reactants [NH2:1][C:2]1[S:3][CH:4]=[C:5]([C:7](=[N:13][OH:14])[C:8]([O:10]CC)=[O:9])[N:6]=1.[OH-:15].[Na+:16], predict the reaction product. The product is: [OH2:9].[OH2:15].[Na+:16].[NH2:1][C:2]1[S:3][CH:4]=[C:5]([C:7](=[N:13][OH:14])[C:8]([O-:10])=[O:9])[N:6]=1. (9) The product is: [CH2:2]([O:14][C:13]1[CH:15]=[CH:16][C:8]([CH:7]=[O:6])=[CH:9][C:10]=1[O:11][CH3:12])[C:3]#[C:4][CH3:5]. Given the reactants Br[CH2:2][C:3]#[C:4][CH3:5].[O:6]=[CH:7][C:8]1[CH:16]=[CH:15][C:13]([OH:14])=[C:10]([O:11][CH3:12])[CH:9]=1.C(=O)([O-])[O-].[K+].[K+], predict the reaction product.